From a dataset of Full USPTO retrosynthesis dataset with 1.9M reactions from patents (1976-2016). Predict the reactants needed to synthesize the given product. (1) The reactants are: I[C:2]1[S:6][C:5]([C:7]2[CH:16]=[C:15]3[C:10]([CH2:11][CH2:12][N:13]([CH3:18])[C:14]3=[O:17])=[CH:9][CH:8]=2)=[CH:4][CH:3]=1.CC1(C)C(C)(C)OB([C:27]2[CH:28]=[C:29]([NH:33][C:34](=[O:40])[O:35][C:36]([CH3:39])([CH3:38])[CH3:37])[CH:30]=[N:31][CH:32]=2)O1. Given the product [CH3:18][N:13]1[CH2:12][CH2:11][C:10]2[C:15](=[CH:16][C:7]([C:5]3[S:6][C:2]([C:27]4[CH:28]=[C:29]([NH:33][C:34](=[O:40])[O:35][C:36]([CH3:38])([CH3:37])[CH3:39])[CH:30]=[N:31][CH:32]=4)=[CH:3][CH:4]=3)=[CH:8][CH:9]=2)[C:14]1=[O:17], predict the reactants needed to synthesize it. (2) Given the product [Cl:19][C:6]1[C:5]2[CH:4]=[C:3]([CH3:16])[N:2]([CH3:1])[C:10]=2[C:9]([C:11]([O:13][CH3:14])=[O:12])=[CH:8][N:7]=1, predict the reactants needed to synthesize it. The reactants are: [CH3:1][N:2]1[C:10]2[C:9]([C:11]([O:13][CH3:14])=[O:12])=[CH:8][NH:7][C:6](=O)[C:5]=2[CH:4]=[C:3]1[CH3:16].P(Cl)(Cl)([Cl:19])=O. (3) Given the product [C:1]([O:5][C:6](=[O:33])[C:7]1[CH:12]=[CH:11][CH:10]=[C:9]([O:13][C:14]2[CH:19]=[CH:18][C:17]([NH:20][C:21]3[C:22]4[CH:30]=[C:29]([N:34]5[CH2:38][CH2:37][CH2:36][CH2:35]5)[N:28]=[CH:27][C:23]=4[N:24]=[CH:25][N:26]=3)=[CH:16][C:15]=2[CH3:32])[CH:8]=1)([CH3:4])([CH3:3])[CH3:2], predict the reactants needed to synthesize it. The reactants are: [C:1]([O:5][C:6](=[O:33])[C:7]1[CH:12]=[CH:11][CH:10]=[C:9]([O:13][C:14]2[CH:19]=[CH:18][C:17]([NH:20][C:21]3[C:22]4[CH:30]=[C:29](F)[N:28]=[CH:27][C:23]=4[N:24]=[CH:25][N:26]=3)=[CH:16][C:15]=2[CH3:32])[CH:8]=1)([CH3:4])([CH3:3])[CH3:2].[NH:34]1[CH2:38][CH2:37][CH2:36][CH2:35]1.C1(C(N2CCC(OC3C=CC(NC4C5C=C(N6CCCC6)N=CC=5N=CN=4)=CC=3C)CC2)=O)CCCC1. (4) Given the product [CH2:1]([C:4]1[CH:5]=[N:6][C:7]([N:10]2[CH2:15][CH2:14][CH:13]([CH2:16][C:17]3[O:18][C:19]4[CH:25]=[C:24]([C:26]5[CH2:31][CH2:30][NH:29][CH2:28][CH:27]=5)[CH:23]=[CH:22][C:20]=4[N:21]=3)[CH2:12][CH2:11]2)=[N:8][CH:9]=1)[CH2:2][CH3:3], predict the reactants needed to synthesize it. The reactants are: [CH2:1]([C:4]1[CH:5]=[N:6][C:7]([N:10]2[CH2:15][CH2:14][CH:13]([CH2:16][C:17]3[O:18][C:19]4[CH:25]=[C:24]([C:26]5[CH2:31][CH2:30][N:29](C(OC(C)(C)C)=O)[CH2:28][CH:27]=5)[CH:23]=[CH:22][C:20]=4[N:21]=3)[CH2:12][CH2:11]2)=[N:8][CH:9]=1)[CH2:2][CH3:3].C(O)(C(F)(F)F)=O.C(C1C=NC(N2CCC(OC3SC4C=C(C5CCNCC=5)C=CC=4N=3)CC2)=NC=1)CC. (5) Given the product [CH2:35]([O:8][C:7]1[C:2]([F:1])=[C:3]([CH2:9][NH:10][C:11]([C:13]2[CH:14]=[C:15]3[C:20](=[CH:21][CH:22]=2)[N:19]=[CH:18][CH:17]=[CH:16]3)=[O:12])[CH:4]=[CH:5][CH:6]=1)[CH:36]=[CH:37][CH3:38], predict the reactants needed to synthesize it. The reactants are: [F:1][C:2]1[C:7]([OH:8])=[CH:6][CH:5]=[CH:4][C:3]=1[CH2:9][NH:10][C:11]([C:13]1[CH:14]=[C:15]2[C:20](=[CH:21][CH:22]=1)[N:19]=[CH:18][CH:17]=[CH:16]2)=[O:12].C(=O)([O-])[O-].[K+].[K+].CN(C=O)C.Br[CH2:35][CH:36]=[CH:37][CH3:38]. (6) Given the product [CH2:1]([O:8][C:9]1([C:12]2[CH:17]=[CH:16][C:15]([C:18]#[C:19][C:20]3[CH:21]=[CH:22][C:23]([CH2:26][C:27]([OH:29])=[O:28])=[CH:24][CH:25]=3)=[CH:14][CH:13]=2)[CH2:11][CH2:10]1)[C:2]1[CH:3]=[CH:4][CH:5]=[CH:6][CH:7]=1, predict the reactants needed to synthesize it. The reactants are: [CH2:1]([O:8][C:9]1([C:12]2[CH:17]=[CH:16][C:15]([C:18]#[C:19][C:20]3[CH:25]=[CH:24][C:23]([CH2:26][C:27]([O:29]C)=[O:28])=[CH:22][CH:21]=3)=[CH:14][CH:13]=2)[CH2:11][CH2:10]1)[C:2]1[CH:7]=[CH:6][CH:5]=[CH:4][CH:3]=1.[OH-].[Na+]. (7) Given the product [N+:42]([C:41]1[C:36]2[N:35]=[C:29]([C:26]3[CH:25]=[CH:24][C:23]4[CH:22]=[C:21]5[C:16](=[O:15])[NH:17][CH2:18][C:19]6([CH2:34][CH2:33][CH2:32]6)[N:20]5[C:28]=4[CH:27]=3)[O:30][C:37]=2[CH:38]=[CH:39][CH:40]=1)([O-:44])=[O:43], predict the reactants needed to synthesize it. The reactants are: O=P12OP3(OP(OP(O3)(O1)=O)(=O)O2)=O.[O:15]=[C:16]1[C:21]2=[CH:22][C:23]3[CH:24]=[CH:25][C:26]([C:29](O)=[O:30])=[CH:27][C:28]=3[N:20]2[C:19]2([CH2:34][CH2:33][CH2:32]2)[CH2:18][NH:17]1.[NH2:35][C:36]1[C:41]([N+:42]([O-:44])=[O:43])=[CH:40][CH:39]=[CH:38][C:37]=1O.